From a dataset of Reaction yield outcomes from USPTO patents with 853,638 reactions. Predict the reaction yield, written as a fraction of the theoretical maximum amount of product (1.0 means a 100% yield; for example, 0.34 means a 34% yield). (1) The reactants are Cl[C:2]([O:4][CH3:5])=[O:3].[NH2:6][CH2:7][C@@H:8]1[O:12][C:11](=[O:13])[N:10]([C:14]2[CH:19]=[CH:18][C:17]([C:20]3[S:21][CH2:22][C:23](=[O:26])[NH:24][N:25]=3)=[C:16]([F:27])[CH:15]=2)[CH2:9]1.C(N(CC)CC)C. The catalyst is C1COCC1. The product is [CH3:5][O:4][C:2](=[O:3])[NH:6][CH2:7][C@@H:8]1[O:12][C:11](=[O:13])[N:10]([C:14]2[CH:19]=[CH:18][C:17]([C:20]3[S:21][CH2:22][C:23](=[O:26])[NH:24][N:25]=3)=[C:16]([F:27])[CH:15]=2)[CH2:9]1. The yield is 0.820. (2) The reactants are CS(C)=O.C(Cl)(=O)C(Cl)=O.[N:11]1([CH2:16][CH2:17][CH2:18][O:19][C:20]2[CH:25]=[CH:24][C:23]([C:26]3([C:32]4[NH:33][CH2:34][CH2:35][N:36]=4)[CH2:31][CH2:30][O:29][CH2:28][CH2:27]3)=[CH:22][CH:21]=2)[CH2:15][CH2:14][CH2:13][CH2:12]1.C(N(CC)CC)C. The catalyst is ClCCl. The product is [N:11]1([CH2:16][CH2:17][CH2:18][O:19][C:20]2[CH:21]=[CH:22][C:23]([C:26]3([C:32]4[NH:36][CH:35]=[CH:34][N:33]=4)[CH2:31][CH2:30][O:29][CH2:28][CH2:27]3)=[CH:24][CH:25]=2)[CH2:12][CH2:13][CH2:14][CH2:15]1. The yield is 0.220. (3) The reactants are [C:1]([C:3]1[N:8]=[C:7]([NH:9][CH2:10][C:11]([O:13][C:14]([CH3:17])([CH3:16])[CH3:15])=[O:12])[N:6]=[CH:5][CH:4]=1)#[N:2].[C:18](OC)(=[O:26])[C:19]1[C:20](=[CH:22][CH:23]=[CH:24][CH:25]=1)[SH:21].C(N(CC)CC)C. The catalyst is C1(C)C=CC=CC=1. The product is [O:26]=[C:18]1[C:19]2[CH:25]=[CH:24][CH:23]=[CH:22][C:20]=2[S:21][C:1]([C:3]2[N:8]=[C:7]([NH:9][CH2:10][C:11]([O:13][C:14]([CH3:17])([CH3:16])[CH3:15])=[O:12])[N:6]=[CH:5][CH:4]=2)=[N:2]1. The yield is 0.600.